Predict the reactants needed to synthesize the given product. From a dataset of Full USPTO retrosynthesis dataset with 1.9M reactions from patents (1976-2016). (1) Given the product [NH2:20][C:18]1[CH:19]=[C:14]([C:12]([NH:11][CH2:10][C:3]2[C:4](=[O:9])[NH:5][C:6]([CH3:8])=[CH:7][C:2]=2[CH3:1])=[O:13])[C:15]2[CH:26]=[N:25][N:24]([CH:27]([CH3:29])[CH3:28])[C:16]=2[N:17]=1, predict the reactants needed to synthesize it. The reactants are: [CH3:1][C:2]1[CH:7]=[C:6]([CH3:8])[NH:5][C:4](=[O:9])[C:3]=1[CH2:10][NH:11][C:12]([C:14]1[C:15]2[CH:26]=[N:25][N:24]([CH:27]([CH3:29])[CH3:28])[C:16]=2[N:17]=[C:18]([NH:20]CC=C)[CH:19]=1)=[O:13].CS(O)(=O)=O. (2) Given the product [Cl:27][C:21]1[CH:22]=[C:23]([F:26])[CH:24]=[CH:25][C:20]=1[N:19]1[CH:18]=[N:17][N:16]=[C:15]1[C:9]1[S:8][C:7]2[C:6]3[CH:28]=[C:2]([C:29]#[N:33])[CH:3]=[CH:4][C:5]=3[O:14][CH2:13][CH2:12][C:11]=2[CH:10]=1, predict the reactants needed to synthesize it. The reactants are: Br[C:2]1[CH:3]=[CH:4][C:5]2[O:14][CH2:13][CH2:12][C:11]3[CH:10]=[C:9]([C:15]4[N:19]([C:20]5[CH:25]=[CH:24][C:23]([F:26])=[CH:22][C:21]=5[Cl:27])[CH:18]=[N:17][N:16]=4)[S:8][C:7]=3[C:6]=2[CH:28]=1.[CH2:29]([N:33]1C=CN=C1)CCC. (3) Given the product [NH2:11][C:4]1([C:16]#[N:17])[CH2:5][CH2:6][CH2:7][C:2]([CH3:9])([CH3:1])[CH2:3]1, predict the reactants needed to synthesize it. The reactants are: [CH3:1][C:2]1([CH3:9])[CH2:7][CH2:6][CH2:5][C:4](=O)[CH2:3]1.[Cl-].[NH4+:11].[OH-].[NH4+].C[Si](C)(C)[C:16]#[N:17]. (4) Given the product [CH:1]([NH:4][C:5]([C:7]1[C:16](=[O:17])[C:15]2[C:10](=[N:11][CH:12]=[CH:13][CH:14]=2)[N:9]([C:18]2[CH:23]=[CH:22][CH:21]=[C:20]([C:32]3[CH:31]=[CH:30][CH:29]=[C:28]([C:25](=[O:27])[CH3:26])[CH:33]=3)[CH:19]=2)[CH:8]=1)=[O:6])([CH3:3])[CH3:2], predict the reactants needed to synthesize it. The reactants are: [CH:1]([NH:4][C:5]([C:7]1[C:16](=[O:17])[C:15]2[C:10](=[N:11][CH:12]=[CH:13][CH:14]=2)[N:9]([C:18]2[CH:23]=[CH:22][CH:21]=[C:20](Br)[CH:19]=2)[CH:8]=1)=[O:6])([CH3:3])[CH3:2].[C:25]([C:28]1[CH:29]=[C:30](B(O)O)[CH:31]=[CH:32][CH:33]=1)(=[O:27])[CH3:26].C(O)C.C(=O)([O-])[O-].[Na+].[Na+]. (5) Given the product [C:1]1([C:29]2[CH:34]=[CH:33][CH:32]=[CH:31][CH:30]=2)[C:2]([C:7]([N:9]2[CH2:13][C@@H:12]([F:45])[CH2:11][C@H:10]2[CH2:15][NH:16][C:17]([C:19]2[CH:20]=[CH:21][CH:22]=[C:23]3[C:28]=2[N:27]=[CH:26][CH:25]=[CH:24]3)=[O:18])=[O:8])=[CH:3][CH:4]=[CH:5][CH:6]=1, predict the reactants needed to synthesize it. The reactants are: [C:1]1([C:29]2[CH:34]=[CH:33][CH:32]=[CH:31][CH:30]=2)[C:2]([C:7]([N:9]2[CH2:13][C@H:12](O)[CH2:11][C@H:10]2[CH2:15][NH:16][C:17]([C:19]2[CH:20]=[CH:21][CH:22]=[C:23]3[C:28]=2[N:27]=[CH:26][CH:25]=[CH:24]3)=[O:18])=[O:8])=[CH:3][CH:4]=[CH:5][CH:6]=1.COCCN(S(F)(F)[F:45])CCOC. (6) Given the product [Cl:15][C:16]1[S:17][C:18]([CH2:21][N:2]2[CH2:7][CH2:6][C:5](=[O:10])[CH2:4][CH2:3]2)=[CH:19][N:20]=1, predict the reactants needed to synthesize it. The reactants are: Cl.[NH:2]1[CH2:7][CH2:6][CH2:5][CH2:4][C:3]1=O.C([O-])([O-])=[O:10].[K+].[K+].[Cl:15][C:16]1[S:17][C:18]([CH2:21]Cl)=[CH:19][N:20]=1. (7) The reactants are: [CH3:1][C:2]1[O:6][N:5]=[C:4]([C:7]2[CH:12]=[CH:11][CH:10]=[CH:9][CH:8]=2)[C:3]=1[C:13]#[C:14][C:15]1[CH:16]=[C:17]([CH:21]=[CH:22][CH:23]=1)[C:18](O)=[O:19].F[B-](F)(F)F.[N:29]1(OC(N(C)C)=[N+](C)C)[C:33]2[CH:34]=[CH:35][CH:36]=CC=2N=N1.NCC1CC1.C(N(C(C)C)C(C)C)C. Given the product [CH:34]1([CH2:33][NH:29][C:18](=[O:19])[C:17]2[CH:21]=[CH:22][CH:23]=[C:15]([C:14]#[C:13][C:3]3[C:4]([C:7]4[CH:12]=[CH:11][CH:10]=[CH:9][CH:8]=4)=[N:5][O:6][C:2]=3[CH3:1])[CH:16]=2)[CH2:36][CH2:35]1, predict the reactants needed to synthesize it. (8) Given the product [CH:48]1[C:49]2[CH:37]([CH2:36][O:35][C:34]([NH:8][C@@H:9]([CH2:13][O:14][C:15]3[CH:16]=[C:17]([CH3:21])[CH:18]=[CH:19][CH:20]=3)[C:10]([OH:12])=[O:11])=[O:50])[C:38]3[C:43](=[CH:42][CH:41]=[CH:40][CH:39]=3)[C:44]=2[CH:45]=[CH:46][CH:47]=1, predict the reactants needed to synthesize it. The reactants are: OC(C(F)(F)F)=O.[NH2:8][C@@H:9]([CH2:13][O:14][C:15]1[CH:16]=[C:17]([CH3:21])[CH:18]=[CH:19][CH:20]=1)[C:10]([OH:12])=[O:11].O1CCOCC1.C([O-])([O-])=O.[K+].[K+].[C:34](Cl)(=[O:50])[O:35][CH2:36][CH:37]1[C:49]2[CH:48]=[CH:47][CH:46]=[CH:45][C:44]=2[C:43]2[C:38]1=[CH:39][CH:40]=[CH:41][CH:42]=2.